Dataset: Reaction yield outcomes from USPTO patents with 853,638 reactions. Task: Predict the reaction yield, written as a fraction of the theoretical maximum amount of product (1.0 means a 100% yield; for example, 0.34 means a 34% yield). (1) The reactants are C([O-])=O.[NH4+].C([N:12]1[CH2:18][CH2:17][CH2:16][CH2:15][CH:14]([NH:19][C:20]([C:22]2[CH:23]=[C:24]3[C:28](=[CH:29][CH:30]=2)[NH:27][N:26]=[CH:25]3)=[O:21])[CH2:13]1)C1C=CC=CC=1. The catalyst is C(O)C.[C].[Pd]. The product is [NH:12]1[CH2:18][CH2:17][CH2:16][CH2:15][CH:14]([NH:19][C:20]([C:22]2[CH:23]=[C:24]3[C:28](=[CH:29][CH:30]=2)[NH:27][N:26]=[CH:25]3)=[O:21])[CH2:13]1. The yield is 0.730. (2) The reactants are C([Li])CCC.[S:6]1[C:10]2[CH:11]=[CH:12][CH:13]=[CH:14][C:9]=2[N:8]=[CH:7]1.CON(C)[C:18](=[O:20])[CH3:19]. The catalyst is C1COCC1. The product is [S:6]1[C:10]2[CH:11]=[CH:12][CH:13]=[CH:14][C:9]=2[N:8]=[C:7]1[C:18](=[O:20])[CH3:19]. The yield is 0.390. (3) The reactants are [NH2:1][C@@H:2]([CH2:10][CH2:11][CH2:12][NH:13][C:14]([NH:16][S:17]([C:20]1[C:21]([CH3:34])=[C:22]2[C:27](=[C:28]([CH3:31])[C:29]=1[CH3:30])[O:26][C:25]([CH3:33])([CH3:32])[CH2:24][CH2:23]2)(=[O:19])=[O:18])=[NH:15])[C:3]([O:5][C:6]([CH3:9])([CH3:8])[CH3:7])=[O:4].[CH2:35]([N:42]1[C:47](=[O:48])[CH:46]=[CH:45][C:44]([C:49](O)=[O:50])=[CH:43]1)[C:36]1[CH:41]=[CH:40][CH:39]=[CH:38][CH:37]=1.CN(C(ON1N=NC2C=CC=CC1=2)=[N+](C)C)C.F[P-](F)(F)(F)(F)F.CCN(C(C)C)C(C)C. The catalyst is CN(C=O)C.CCOC(C)=O. The product is [CH2:35]([N:42]1[C:47](=[O:48])[CH:46]=[CH:45][C:44]([C:49]([NH:1][C@@H:2]([CH2:10][CH2:11][CH2:12][NH:13][C:14]([NH:16][S:17]([C:20]2[C:21]([CH3:34])=[C:22]3[C:27](=[C:28]([CH3:31])[C:29]=2[CH3:30])[O:26][C:25]([CH3:33])([CH3:32])[CH2:24][CH2:23]3)(=[O:18])=[O:19])=[NH:15])[C:3]([O:5][C:6]([CH3:7])([CH3:8])[CH3:9])=[O:4])=[O:50])=[CH:43]1)[C:36]1[CH:37]=[CH:38][CH:39]=[CH:40][CH:41]=1. The yield is 0.850. (4) The reactants are [Cl:1][C:2]1[CH:3]=[C:4]([CH:8]=[CH:9][N:10]=1)[C:5](Cl)=[O:6].[NH2:11][C:12]1[CH:17]=[CH:16][CH:15]=[CH:14][CH:13]=1.CCN(C(C)C)C(C)C.O. The catalyst is ClCCCl. The product is [Cl:1][C:2]1[CH:3]=[C:4]([CH:8]=[CH:9][N:10]=1)[C:5]([NH:11][C:12]1[CH:17]=[CH:16][CH:15]=[CH:14][CH:13]=1)=[O:6]. The yield is 0.920.